Dataset: Merck oncology drug combination screen with 23,052 pairs across 39 cell lines. Task: Regression. Given two drug SMILES strings and cell line genomic features, predict the synergy score measuring deviation from expected non-interaction effect. (1) Drug 1: Cn1nnc2c(C(N)=O)ncn2c1=O. Drug 2: NC(=O)c1cccc2cn(-c3ccc(C4CCCNC4)cc3)nc12. Cell line: A427. Synergy scores: synergy=28.3. (2) Drug 1: CCN(CC)CCNC(=O)c1c(C)[nH]c(C=C2C(=O)Nc3ccc(F)cc32)c1C. Drug 2: CS(=O)(=O)CCNCc1ccc(-c2ccc3ncnc(Nc4ccc(OCc5cccc(F)c5)c(Cl)c4)c3c2)o1. Cell line: HCT116. Synergy scores: synergy=21.4. (3) Drug 1: O=C(CCCCCCC(=O)Nc1ccccc1)NO. Drug 2: C=CCn1c(=O)c2cnc(Nc3ccc(N4CCN(C)CC4)cc3)nc2n1-c1cccc(C(C)(C)O)n1. Cell line: A427. Synergy scores: synergy=-15.4. (4) Drug 1: NC1(c2ccc(-c3nc4ccn5c(=O)[nH]nc5c4cc3-c3ccccc3)cc2)CCC1. Drug 2: NC1CCCCC1N.O=C(O)C(=O)O.[Pt+2]. Cell line: NCIH460. Synergy scores: synergy=-36.8. (5) Drug 1: C#Cc1cccc(Nc2ncnc3cc(OCCOC)c(OCCOC)cc23)c1. Drug 2: CCC1(O)C(=O)OCc2c1cc1n(c2=O)Cc2cc3c(CN(C)C)c(O)ccc3nc2-1. Cell line: MDAMB436. Synergy scores: synergy=18.2. (6) Drug 1: COc1cc(C2c3cc4c(cc3C(OC3OC5COC(C)OC5C(O)C3O)C3COC(=O)C23)OCO4)cc(OC)c1O. Drug 2: CCN(CC)CCNC(=O)c1c(C)[nH]c(C=C2C(=O)Nc3ccc(F)cc32)c1C. Cell line: UACC62. Synergy scores: synergy=2.23. (7) Drug 1: COc1cc(C2c3cc4c(cc3C(OC3OC5COC(C)OC5C(O)C3O)C3COC(=O)C23)OCO4)cc(OC)c1O. Drug 2: CC1(c2nc3c(C(N)=O)cccc3[nH]2)CCCN1. Cell line: SKMES1. Synergy scores: synergy=6.83.